This data is from Peptide-MHC class II binding affinity with 134,281 pairs from IEDB. The task is: Regression. Given a peptide amino acid sequence and an MHC pseudo amino acid sequence, predict their binding affinity value. This is MHC class II binding data. (1) The peptide sequence is AWASACGGTGKNTIV. The MHC is DRB1_1501 with pseudo-sequence DRB1_1501. The binding affinity (normalized) is 0. (2) The peptide sequence is GELQIVDKIDAAQKI. The MHC is DRB4_0101 with pseudo-sequence DRB4_0103. The binding affinity (normalized) is 0.815. (3) The peptide sequence is ENKYFAATQFEPLAA. The MHC is DRB1_0101 with pseudo-sequence DRB1_0101. The binding affinity (normalized) is 0.641. (4) The peptide sequence is GELQDVDKIDAAFKI. The MHC is DRB1_0401 with pseudo-sequence DRB1_0401. The binding affinity (normalized) is 0.390. (5) The peptide sequence is FIFGEARSLYLNTEL. The MHC is HLA-DQA10301-DQB10302 with pseudo-sequence HLA-DQA10301-DQB10302. The binding affinity (normalized) is 0.530. (6) The peptide sequence is DRWLDLRYVGPASAD. The MHC is HLA-DQA10501-DQB10201 with pseudo-sequence HLA-DQA10501-DQB10201. The binding affinity (normalized) is 0.303. (7) The peptide sequence is AAASWDALAAELASA. The MHC is DRB1_1101 with pseudo-sequence DRB1_1101. The binding affinity (normalized) is 0.189.